Dataset: Retrosynthesis with 50K atom-mapped reactions and 10 reaction types from USPTO. Task: Predict the reactants needed to synthesize the given product. (1) Given the product COc1cc(Nc2nc3c(-c4ccc(F)cc4C)cc(C)cn3n2)ccc1-n1cnc(C)c1, predict the reactants needed to synthesize it. The reactants are: COc1cc(Br)ccc1-n1cnc(C)c1.Cc1cc(-c2ccc(F)cc2C)c2nc(N)nn2c1. (2) Given the product CSc1ccc(-c2cnn(-c3cccc(Cl)c3)c(=O)c2OCC(C)C)cc1F, predict the reactants needed to synthesize it. The reactants are: CC(C)COc1c(Br)cnn(-c2cccc(Cl)c2)c1=O.CSc1ccc(B(O)O)cc1F. (3) Given the product CC(C)C1CN(c2ncc(C(=O)N(C)C)s2)CCN1C(=NC#N)Nc1cccc2ncccc12, predict the reactants needed to synthesize it. The reactants are: CC(C)C1CN(c2ncc(C(=O)O)s2)CCN1C(=NC#N)Nc1cccc2ncccc12.CNC. (4) Given the product COc1cccc(-c2cc(NC(=O)CCCN3CCOCC3)n[nH]2)c1, predict the reactants needed to synthesize it. The reactants are: C1COCCN1.COc1cccc(-c2cc(NC(=O)CCCBr)n[nH]2)c1. (5) Given the product O=C(O)CCc1cccc(-c2cc(N3CCN(c4ncccc4C(F)(F)F)CC3)nc(N3CCOCC3)n2)c1, predict the reactants needed to synthesize it. The reactants are: COC(=O)CCc1cccc(-c2cc(N3CCN(c4ncccc4C(F)(F)F)CC3)nc(N3CCOCC3)n2)c1. (6) Given the product Cn1c(S(=O)c2ccccc2-c2ccccn2)nc2ccccc21, predict the reactants needed to synthesize it. The reactants are: CI.O=S(c1nc2ccccc2[nH]1)c1ccccc1-c1ccccn1. (7) Given the product O=Cc1ccc(OCCNc2ncccn2)cc1, predict the reactants needed to synthesize it. The reactants are: O=Cc1ccc(F)cc1.OCCNc1ncccn1.